This data is from Catalyst prediction with 721,799 reactions and 888 catalyst types from USPTO. The task is: Predict which catalyst facilitates the given reaction. (1) Reactant: C(OC([NH:8][C@@H:9]([CH3:18])[C:10]([O:12][CH2:13][C:14]([CH3:17])([CH3:16])[CH3:15])=[O:11])=O)(C)(C)C.[CH3:19][C:20]1[CH:21]=[CH:22][C:23]([S:26]([OH:29])(=[O:28])=[O:27])=[CH:24][CH:25]=1.O. Product: [C:20]1([CH3:19])[CH:21]=[CH:22][C:23]([S:26]([OH:29])(=[O:27])=[O:28])=[CH:24][CH:25]=1.[NH2:8][C@@H:9]([CH3:18])[C:10]([O:12][CH2:13][C:14]([CH3:17])([CH3:16])[CH3:15])=[O:11]. The catalyst class is: 13. (2) Reactant: [CH3:1][S:2]([O:5][C@@H:6]1[C@@H:12]([NH:13][C:14](=[O:26])[C:15]2[CH:20]=[CH:19][CH:18]=[C:17]([O:21][C:22](=[O:24])[CH3:23])[C:16]=2[CH3:25])[CH2:11]OC(C)(C)[O:8][CH2:7]1)(=[O:4])=[O:3].C(N(CC)CC)C. Product: [CH3:1][S:2]([O:5][C@H:6]([C@@H:12]1[CH2:11][O:26][C:14]([C:15]2[CH:20]=[CH:19][CH:18]=[C:17]([O:21][C:22](=[O:24])[CH3:23])[C:16]=2[CH3:25])=[N:13]1)[CH2:7][OH:8])(=[O:3])=[O:4]. The catalyst class is: 4. (3) Reactant: [F:1][C:2]1[C:10]2[C:5](=[CH:6][CH:7]=[C:8](B3OC(C)(C)C(C)(C)O3)[CH:9]=2)[NH:4][C:3]=1[C:20]1[CH:25]=[CH:24][CH:23]=[CH:22][C:21]=1[O:26][CH3:27].FC(F)(F)S(O[C:34]1[CH2:35][CH2:36][N:37]([CH2:40][CH2:41][N:42]([C:44]([O:46][C:47]([CH3:50])([CH3:49])[CH3:48])=[O:45])[CH3:43])[CH2:38][CH:39]=1)(=O)=O.C(=O)([O-])[O-].[Cs+].[Cs+]. Product: [F:1][C:2]1[C:10]2[C:5](=[CH:6][CH:7]=[C:8]([C:34]3[CH2:39][CH2:38][N:37]([CH2:40][CH2:41][N:42]([CH3:43])[C:44](=[O:45])[O:46][C:47]([CH3:48])([CH3:49])[CH3:50])[CH2:36][CH:35]=3)[CH:9]=2)[NH:4][C:3]=1[C:20]1[CH:25]=[CH:24][CH:23]=[CH:22][C:21]=1[O:26][CH3:27]. The catalyst class is: 151. (4) Reactant: [C:1]([O:5][C:6]([N:8]1[CH2:12][CH2:11][CH2:10][C@H:9]1[C@H:13]([C:17]1[CH:22]=[CH:21][C:20]([C:23]([F:26])([F:25])[F:24])=[C:19]([F:27])[CH:18]=1)[C:14](O)=[O:15])=[O:7])([CH3:4])([CH3:3])[CH3:2].Cl.Cl.[CH3:30][C@H:31]1[C:39]2[C:38]([N:40]3[CH2:45][CH2:44][NH:43][CH2:42][CH2:41]3)=[N:37][CH:36]=[N:35][C:34]=2[C@H:33]([OH:46])[CH2:32]1.C(N(C(C)C)CC)(C)C.CN(C(ON1N=NC2C=CC=CC1=2)=[N+](C)C)C.F[P-](F)(F)(F)(F)F. Product: [F:27][C:19]1[CH:18]=[C:17]([C@@H:13]([C@@H:9]2[CH2:10][CH2:11][CH2:12][N:8]2[C:6]([O:5][C:1]([CH3:4])([CH3:3])[CH3:2])=[O:7])[C:14]([N:43]2[CH2:42][CH2:41][N:40]([C:38]3[C:39]4[C@H:31]([CH3:30])[CH2:32][C@@H:33]([OH:46])[C:34]=4[N:35]=[CH:36][N:37]=3)[CH2:45][CH2:44]2)=[O:15])[CH:22]=[CH:21][C:20]=1[C:23]([F:26])([F:24])[F:25]. The catalyst class is: 4. (5) Reactant: [Br:1][C:2]1[CH:7]=[CH:6][C:5]([N:8]2[C:12](C(O)=O)=[C:11]([CH3:16])[N:10]=[N:9]2)=[CH:4][CH:3]=1.[F:17][C:18]1[CH:23]=[CH:22][CH:21]=[CH:20][C:19]=1[C@H:24]([OH:26])[CH3:25].C1(P(N=[N+]=[N-])(C2C=CC=CC=2)=[O:34])C=CC=CC=1.C([N:46]([CH2:49]C)CC)C. Product: [F:17][C:18]1[CH:23]=[CH:22][CH:21]=[CH:20][C:19]=1[C@H:24]([O:26][C:49](=[O:34])[NH:46][C:12]1[N:8]([C:5]2[CH:4]=[CH:3][C:2]([Br:1])=[CH:7][CH:6]=2)[N:9]=[N:10][C:11]=1[CH3:16])[CH3:25]. The catalyst class is: 11. (6) Reactant: [CH3:1][O:2][C:3](=[O:22])[CH2:4][CH2:5][CH2:6][CH2:7][C:8]1[O:9][CH:10]=[C:11]([C:13]2[CH:18]=[CH:17][CH:16]=[CH:15][C:14]=2[N+:19]([O-])=O)[N:12]=1.[H][H]. Product: [CH3:1][O:2][C:3](=[O:22])[CH2:4][CH2:5][CH2:6][CH2:7][C:8]1[O:9][CH:10]=[C:11]([C:13]2[CH:18]=[CH:17][CH:16]=[CH:15][C:14]=2[NH2:19])[N:12]=1. The catalyst class is: 123.